Dataset: Peptide-MHC class II binding affinity with 134,281 pairs from IEDB. Task: Regression. Given a peptide amino acid sequence and an MHC pseudo amino acid sequence, predict their binding affinity value. This is MHC class II binding data. (1) The peptide sequence is EQARKFEEPIWSDFG. The MHC is DRB1_0101 with pseudo-sequence DRB1_0101. The binding affinity (normalized) is 0.0681. (2) The peptide sequence is VKREACPGTSVIIDG. The MHC is HLA-DQA10201-DQB10301 with pseudo-sequence HLA-DQA10201-DQB10301. The binding affinity (normalized) is 0.661.